From a dataset of Full USPTO retrosynthesis dataset with 1.9M reactions from patents (1976-2016). Predict the reactants needed to synthesize the given product. (1) Given the product [CH:12]1([N:9]2[CH2:10][CH2:11][CH:6]([O:5][C:4]3[CH:19]=[CH:20][C:21]([NH:22][C:23](=[O:31])[CH2:24][N:25]4[CH2:30][CH2:29][O:28][CH2:27][CH2:26]4)=[C:2]([F:1])[CH:3]=3)[CH2:7][CH2:8]2)[CH2:42][CH2:39][CH2:40]1, predict the reactants needed to synthesize it. The reactants are: [F:1][C:2]1[CH:3]=[C:4]([CH:19]=[CH:20][C:21]=1[NH:22][C:23](=[O:31])[CH2:24][N:25]1[CH2:30][CH2:29][O:28][CH2:27][CH2:26]1)[O:5][CH:6]1[CH2:11][CH2:10][N:9]([C:12](OC(C)(C)C)=O)[CH2:8][CH2:7]1.FC(F)(F)C(O)=O.[C:39]1(=O)[CH2:42]C[CH2:40]1.C(O[BH-](OC(=O)C)OC(=O)C)(=O)C.[Na+]. (2) Given the product [C:6]([O:10][C:11](=[O:35])[CH2:12][CH2:13][N:14]([C:28]([O:30][C:31]([CH3:34])([CH3:33])[CH3:32])=[O:29])[CH2:15][C:16]([N:18]1[C:26]2[C:21](=[CH:22][C:23]([O:27][CH2:37][C:38]3[CH:43]=[CH:42][C:41]([CH2:44][CH:45]([CH3:46])[CH3:47])=[C:40]([O:48][CH3:49])[CH:39]=3)=[CH:24][CH:25]=2)[CH2:20][CH2:19]1)=[O:17])([CH3:9])([CH3:8])[CH3:7], predict the reactants needed to synthesize it. The reactants are: CN(C=O)C.[C:6]([O:10][C:11](=[O:35])[CH2:12][CH2:13][N:14]([C:28]([O:30][C:31]([CH3:34])([CH3:33])[CH3:32])=[O:29])[CH2:15][C:16]([N:18]1[C:26]2[C:21](=[CH:22][C:23]([OH:27])=[CH:24][CH:25]=2)[CH2:20][CH2:19]1)=[O:17])([CH3:9])([CH3:8])[CH3:7].Cl[CH2:37][C:38]1[CH:43]=[CH:42][C:41]([CH2:44][CH:45]([CH3:47])[CH3:46])=[C:40]([O:48][CH3:49])[CH:39]=1.C(=O)([O-])[O-].[K+].[K+]. (3) Given the product [ClH:6].[NH:14]1[C:15]2=[N:16][CH:17]=[CH:18][CH:19]=[C:20]2[C:12]([CH2:11][CH2:10][SH:9])=[CH:13]1.[ClH:6], predict the reactants needed to synthesize it. The reactants are: CO.C([Cl:6])(=O)C.C(=O)([S:9][CH2:10][CH2:11][C:12]1[C:20]2[C:15](=[N:16][CH:17]=[CH:18][CH:19]=2)[NH:14][CH:13]=1)C.